Dataset: Cav3 T-type calcium channel HTS with 100,875 compounds. Task: Binary Classification. Given a drug SMILES string, predict its activity (active/inactive) in a high-throughput screening assay against a specified biological target. (1) The molecule is s1c2c(CCCC2)c2c1nc(n(N)c2=O)c1c(cccc1)C. The result is 0 (inactive). (2) The compound is N1(CCCC1)c1ncnc2n(nnc12)Cc1ccccc1. The result is 0 (inactive). (3) The molecule is Clc1cc2c([nH]c(c2NC(Oc2ccccc2)=O)C(OC)=O)cc1. The result is 0 (inactive). (4) The compound is Clc1ccc(NC(OCCn2nnnc2C2(N(C)C(=O)COC)CCCC2)=O)cc1. The result is 0 (inactive). (5) The molecule is O=C(N1CCN(CC1)c1ncccn1)Nc1cc2OCOc2cc1. The result is 0 (inactive).